Dataset: Full USPTO retrosynthesis dataset with 1.9M reactions from patents (1976-2016). Task: Predict the reactants needed to synthesize the given product. Given the product [C:6]([CH2:7][C:8]([NH:10][C:11]1[CH:12]=[C:13]([CH:43]=[CH:44][C:45]=1[O:46][CH3:47])[C:14]([O:16][C@H:17]([C:28]1[CH:33]=[CH:32][C:31]([O:34][CH:35]([F:36])[F:37])=[C:30]([O:38][CH2:39][CH:40]2[CH2:42][CH2:41]2)[CH:29]=1)[CH2:18][C:19]1[C:24]([Cl:25])=[CH:23][N+:22]([O-:26])=[CH:21][C:20]=1[Cl:27])=[O:15])=[O:9])([OH:48])=[O:5], predict the reactants needed to synthesize it. The reactants are: C([O:5][C:6](=[O:48])[CH2:7][C:8]([NH:10][C:11]1[CH:12]=[C:13]([CH:43]=[CH:44][C:45]=1[O:46][CH3:47])[C:14]([O:16][C@H:17]([C:28]1[CH:33]=[CH:32][C:31]([O:34][CH:35]([F:37])[F:36])=[C:30]([O:38][CH2:39][CH:40]2[CH2:42][CH2:41]2)[CH:29]=1)[CH2:18][C:19]1[C:24]([Cl:25])=[CH:23][N+:22]([O-:26])=[CH:21][C:20]=1[Cl:27])=[O:15])=[O:9])(C)(C)C.